Dataset: Full USPTO retrosynthesis dataset with 1.9M reactions from patents (1976-2016). Task: Predict the reactants needed to synthesize the given product. (1) The reactants are: C([O:4][CH2:5][CH2:6][CH2:7][C:8]1[CH:13]=[CH:12][CH:11]=[C:10]([C:14]2[C:23]3[CH2:22][CH2:21][C@H:20]4[C@H:24]([CH3:31])[C:25](=[O:30])[CH:26]([C:28]#[N:29])[CH2:27][C@:19]4([C:32]4[CH:37]=[CH:36][CH:35]=[CH:34][CH:33]=4)[C:18]=3[N:17]=[C:16]([CH3:38])[N:15]=2)[CH:9]=1)(=O)C.C[O-].[Na+]. Given the product [OH:4][CH2:5][CH2:6][CH2:7][C:8]1[CH:9]=[C:10]([C:14]2[C:23]3[CH2:22][CH2:21][C@H:20]4[C@H:24]([CH3:31])[C:25](=[O:30])[CH:26]([C:28]#[N:29])[CH2:27][C@:19]4([C:32]4[CH:33]=[CH:34][CH:35]=[CH:36][CH:37]=4)[C:18]=3[N:17]=[C:16]([CH3:38])[N:15]=2)[CH:11]=[CH:12][CH:13]=1, predict the reactants needed to synthesize it. (2) Given the product [CH:17]1([S:14]([C:11]2[CH:12]=[CH:13][C:8]([CH:2]([NH:23][C:22]3[CH:24]=[CH:25][C:26]([F:28])=[CH:27][C:21]=3[F:20])[C:3]([O:5][CH2:6][CH3:7])=[O:4])=[CH:9][CH:10]=2)(=[O:16])=[O:15])[CH2:19][CH2:18]1, predict the reactants needed to synthesize it. The reactants are: Br[CH:2]([C:8]1[CH:13]=[CH:12][C:11]([S:14]([CH:17]2[CH2:19][CH2:18]2)(=[O:16])=[O:15])=[CH:10][CH:9]=1)[C:3]([O:5][CH2:6][CH3:7])=[O:4].[F:20][C:21]1[CH:27]=[C:26]([F:28])[CH:25]=[CH:24][C:22]=1[NH2:23].